Dataset: NCI-60 drug combinations with 297,098 pairs across 59 cell lines. Task: Regression. Given two drug SMILES strings and cell line genomic features, predict the synergy score measuring deviation from expected non-interaction effect. (1) Drug 1: CC1C(C(CC(O1)OC2CC(OC(C2O)C)OC3=CC4=CC5=C(C(=O)C(C(C5)C(C(=O)C(C(C)O)O)OC)OC6CC(C(C(O6)C)O)OC7CC(C(C(O7)C)O)OC8CC(C(C(O8)C)O)(C)O)C(=C4C(=C3C)O)O)O)O. Drug 2: CC(C)CN1C=NC2=C1C3=CC=CC=C3N=C2N. Cell line: SK-MEL-5. Synergy scores: CSS=5.87, Synergy_ZIP=-4.42, Synergy_Bliss=-9.82, Synergy_Loewe=-18.9, Synergy_HSA=-11.8. (2) Drug 1: CCC1(CC2CC(C3=C(CCN(C2)C1)C4=CC=CC=C4N3)(C5=C(C=C6C(=C5)C78CCN9C7C(C=CC9)(C(C(C8N6C)(C(=O)OC)O)OC(=O)C)CC)OC)C(=O)OC)O.OS(=O)(=O)O. Drug 2: C1CN(P(=O)(OC1)NCCCl)CCCl. Cell line: HCT116. Synergy scores: CSS=5.48, Synergy_ZIP=-1.67, Synergy_Bliss=1.26, Synergy_Loewe=2.32, Synergy_HSA=2.42. (3) Drug 1: CCCS(=O)(=O)NC1=C(C(=C(C=C1)F)C(=O)C2=CNC3=C2C=C(C=N3)C4=CC=C(C=C4)Cl)F. Drug 2: CCC1=CC2CC(C3=C(CN(C2)C1)C4=CC=CC=C4N3)(C5=C(C=C6C(=C5)C78CCN9C7C(C=CC9)(C(C(C8N6C)(C(=O)OC)O)OC(=O)C)CC)OC)C(=O)OC.C(C(C(=O)O)O)(C(=O)O)O. Cell line: SK-MEL-28. Synergy scores: CSS=53.4, Synergy_ZIP=2.97, Synergy_Bliss=2.80, Synergy_Loewe=2.51, Synergy_HSA=6.27. (4) Drug 1: C1CC(C1)(C(=O)O)C(=O)O.[NH2-].[NH2-].[Pt+2]. Drug 2: N.N.Cl[Pt+2]Cl. Cell line: M14. Synergy scores: CSS=29.4, Synergy_ZIP=-3.07, Synergy_Bliss=0.710, Synergy_Loewe=-5.48, Synergy_HSA=0.307.